From a dataset of TCR-epitope binding with 47,182 pairs between 192 epitopes and 23,139 TCRs. Binary Classification. Given a T-cell receptor sequence (or CDR3 region) and an epitope sequence, predict whether binding occurs between them. (1) The epitope is RPRGEVRFL. Result: 0 (the TCR does not bind to the epitope). The TCR CDR3 sequence is CASSQERSMNTEAFF. (2) Result: 1 (the TCR binds to the epitope). The TCR CDR3 sequence is CASRAGGSEAFF. The epitope is KPLEFGATSAAL. (3) The epitope is TTLPVNVAF. The TCR CDR3 sequence is CASSYNSGATEAFF. Result: 0 (the TCR does not bind to the epitope). (4) The epitope is TPGPGVRYPL. The TCR CDR3 sequence is CSASPRGRHNEQFF. Result: 1 (the TCR binds to the epitope). (5) The epitope is GVAMPNLYK. The TCR CDR3 sequence is CASSQADRVDNEQFF. Result: 0 (the TCR does not bind to the epitope). (6) The epitope is AVFDRKSDAK. The TCR CDR3 sequence is CASRRRGGVTEAFF. Result: 1 (the TCR binds to the epitope). (7) The epitope is HTTDPSFLGRY. The TCR CDR3 sequence is CASSLYGSGQETQYF. Result: 1 (the TCR binds to the epitope).